From a dataset of Full USPTO retrosynthesis dataset with 1.9M reactions from patents (1976-2016). Predict the reactants needed to synthesize the given product. (1) Given the product [ClH:17].[NH2:4][CH2:3][C:2]([N:12]1[CH2:16][CH2:15][CH2:14][CH2:13]1)=[O:1], predict the reactants needed to synthesize it. The reactants are: [O:1]=[C:2]([N:12]1[CH2:16][CH2:15][CH2:14][CH2:13]1)[CH2:3][NH:4]C(=O)OC(C)(C)C.[ClH:17].O1CCOCC1. (2) Given the product [CH:17]12[CH2:23][CH:20]([CH:21]=[CH:22]1)[CH2:19][CH:18]2[CH2:24][N:11]1[CH2:12][CH2:13][N:8]([C:6]2[CH:7]=[C:2]([Cl:1])[CH:3]=[CH:4][C:5]=2[O:15][CH3:16])[CH2:9][CH:10]1[CH3:14], predict the reactants needed to synthesize it. The reactants are: [Cl:1][C:2]1[CH:3]=[CH:4][C:5]([O:15][CH3:16])=[C:6]([N:8]2[CH2:13][CH2:12][NH:11][CH:10]([CH3:14])[CH2:9]2)[CH:7]=1.[CH:17]12[CH2:23][CH:20]([CH:21]=[CH:22]1)[CH2:19][CH:18]2[CH:24]=O.C(O[BH-](OC(=O)C)OC(=O)C)(=O)C.[Na+]. (3) Given the product [P:1]([I:26])(=[O:18])([O:10][CH2:11][C:12]1[CH:17]=[CH:16][CH:15]=[CH:14][CH:13]=1)[O:2][CH2:3][C:4]1[CH:9]=[CH:8][CH:7]=[CH:6][CH:5]=1, predict the reactants needed to synthesize it. The reactants are: [P:1]([O:18]CC1C=CC=CC=1)([O:10][CH2:11][C:12]1[CH:17]=[CH:16][CH:15]=[CH:14][CH:13]=1)[O:2][CH2:3][C:4]1[CH:9]=[CH:8][CH:7]=[CH:6][CH:5]=1.[I:26]I. (4) Given the product [F:1][C:2]1[CH:3]=[CH:4][C:5]([CH2:6][N:7]2[C:15]3[C:10](=[CH:11][CH:12]=[CH:13][CH:14]=3)[C:9]3[C:16]([C:27]4[CH:28]=[CH:29][C:30]([CH3:33])=[CH:31][CH:32]=4)=[C:17]([CH:22]([OH:54])[C:23]([O:25][CH3:26])=[O:24])[N:18]([CH3:21])[C:19](=[O:20])[C:8]2=3)=[CH:34][CH:35]=1, predict the reactants needed to synthesize it. The reactants are: [F:1][C:2]1[CH:35]=[CH:34][C:5]([CH2:6][N:7]2[C:15]3[C:10](=[CH:11][CH:12]=[CH:13][CH:14]=3)[C:9]3[C:16]([C:27]4[CH:32]=[CH:31][C:30]([CH3:33])=[CH:29][CH:28]=4)=[C:17]([CH2:22][C:23]([O:25][CH3:26])=[O:24])[N:18]([CH3:21])[C:19](=[O:20])[C:8]2=3)=[CH:4][CH:3]=1.[Li+].C[Si]([N-][Si](C)(C)C)(C)C.CC1(C)[C@]23C4(ON4S(=O)(=[O:54])C2)C[C@H]1CC3.Cl. (5) The reactants are: [NH2:1][C@H:2]1[C:10]2[C:5](=[CH:6][CH:7]=[CH:8][CH:9]=2)[CH2:4][C@@H:3]1[NH:11][C:12]([C:14]1[NH:18][C:17]2[C:19]([Cl:23])=[C:20]([Cl:22])[S:21][C:16]=2[CH:15]=1)=[O:13].CCN(CC)CC.[CH3:31][N:32]1[CH2:37][CH2:36][N:35]([C:38](Cl)=[O:39])[CH2:34][CH2:33]1. Given the product [Cl:22][C:20]1[S:21][C:16]2[CH:15]=[C:14]([C:12]([NH:11][C@H:3]3[CH2:4][C:5]4[C:10](=[CH:9][CH:8]=[CH:7][CH:6]=4)[C@@H:2]3[NH:1][C:38]([N:35]3[CH2:36][CH2:37][N:32]([CH3:31])[CH2:33][CH2:34]3)=[O:39])=[O:13])[NH:18][C:17]=2[C:19]=1[Cl:23], predict the reactants needed to synthesize it. (6) Given the product [ClH:28].[NH2:40][CH2:41][C:42]([NH:2][C:3]1[N:11]=[CH:10][N:9]=[C:8]2[C:4]=1[N:5]=[CH:6][N:7]2[C:12]1[CH:13]=[CH:14][C:15]([NH:18][C:19]([NH:21][C:22]2[CH:27]=[CH:26][C:25]([Cl:28])=[C:24]([C:29]([F:31])([F:32])[F:30])[CH:23]=2)=[O:20])=[CH:16][CH:17]=1)=[O:43], predict the reactants needed to synthesize it. The reactants are: Cl.[NH2:2][C:3]1[N:11]=[CH:10][N:9]=[C:8]2[C:4]=1[N:5]=[CH:6][N:7]2[C:12]1[CH:17]=[CH:16][C:15]([NH:18][C:19]([NH:21][C:22]2[CH:27]=[CH:26][C:25]([Cl:28])=[C:24]([C:29]([F:32])([F:31])[F:30])[CH:23]=2)=[O:20])=[CH:14][CH:13]=1.C(OC([NH:40][CH2:41][C:42](O)=[O:43])=O)(C)(C)C. (7) Given the product [F:21][C:19]([F:20])([F:22])[O:18][C:14]1[CH:13]=[C:12]([N:5]2[C:6]3[N:7]=[CH:8][CH:9]=[CH:10][C:11]=3[C:2]3[NH:38][N:39]=[C:24]([CH2:25][C:26]4[CH:31]=[CH:30][C:29]([C:32]([F:33])([F:34])[F:35])=[CH:28][CH:27]=4)[C:3]=3[C:4]2=[O:23])[CH:17]=[CH:16][CH:15]=1, predict the reactants needed to synthesize it. The reactants are: O[C:2]1[C:11]2[C:6](=[N:7][CH:8]=[CH:9][CH:10]=2)[N:5]([C:12]2[CH:17]=[CH:16][CH:15]=[C:14]([O:18][C:19]([F:22])([F:21])[F:20])[CH:13]=2)[C:4](=[O:23])[C:3]=1[C:24](=O)[CH2:25][C:26]1[CH:31]=[CH:30][C:29]([C:32]([F:35])([F:34])[F:33])=[CH:28][CH:27]=1.O.[NH2:38][NH2:39].C(=O)([O-])O.[Na+].